Dataset: Full USPTO retrosynthesis dataset with 1.9M reactions from patents (1976-2016). Task: Predict the reactants needed to synthesize the given product. (1) The reactants are: [CH2:1]([C@@H:8]([CH2:12][CH2:13][C@H:14]([CH2:34][C:35]1[CH:40]=[CH:39][CH:38]=[CH:37][CH:36]=1)[C:15]([NH:17][C@H:18]1[CH2:24][CH2:23][S:22][C@H:21]2[CH2:25][CH2:26][CH2:27][C@@H:28]([C:29]([O:31][CH3:32])=[O:30])[N:20]2[C:19]1=[O:33])=[O:16])[C:9](O)=[O:10])[C:2]1[CH:7]=[CH:6][CH:5]=[CH:4][CH:3]=1.[NH2:41][C@H:42]1[CH2:48][CH2:47][CH2:46][CH2:45][N:44]([CH2:49][CH2:50][C:51]([O:53][CH3:54])=[O:52])[C:43]1=[O:55]. Given the product [CH2:34]([C@@H:14]([CH2:13][CH2:12][C@H:8]([CH2:1][C:2]1[CH:3]=[CH:4][CH:5]=[CH:6][CH:7]=1)[C:9]([NH:41][C@H:42]1[CH2:48][CH2:47][CH2:46][CH2:45][N:44]([CH2:49][CH2:50][C:51]([O:53][CH3:54])=[O:52])[C:43]1=[O:55])=[O:10])[C:15]([NH:17][C@H:18]1[CH2:24][CH2:23][S:22][C@H:21]2[CH2:25][CH2:26][CH2:27][C@@H:28]([C:29]([O:31][CH3:32])=[O:30])[N:20]2[C:19]1=[O:33])=[O:16])[C:35]1[CH:40]=[CH:39][CH:38]=[CH:37][CH:36]=1, predict the reactants needed to synthesize it. (2) Given the product [CH2:21]([C:3]1([CH2:1][CH3:2])[CH2:8][CH:7]([O:9][C:7](=[O:9])[CH2:6][CH2:5][CH2:31][CH2:32][CH2:33][CH2:34][CH2:35][CH2:30][CH2:36][CH2:28][CH3:29])[CH2:6][C:5]([CH3:11])([CH3:10])[N:4]1[O:12][CH:13]([C:15]1[CH:16]=[CH:17][CH:18]=[CH:19][CH:20]=1)[CH3:14])[CH3:22], predict the reactants needed to synthesize it. The reactants are: [CH2:1]([C:3]1([CH2:21][CH3:22])[CH2:8][CH:7]([OH:9])[CH2:6][C:5]([CH3:11])([CH3:10])[N:4]1[O:12][CH:13]([C:15]1[CH:20]=[CH:19][CH:18]=[CH:17][CH:16]=1)[CH3:14])[CH3:2].C(N([CH2:28][CH3:29])CC)C.[C:30]1([CH3:36])[CH:35]=[CH:34][CH:33]=[CH:32][CH:31]=1. (3) Given the product [CH:16]1([CH2:15][CH2:14][CH2:13][C@@H:12]([C:22]2[O:23][C:24]([CH3:34])=[C:25]([C:27]([NH:29][CH2:30][C:31]([OH:33])=[O:32])=[O:28])[N:26]=2)[CH2:11][C:10]([NH:9][OH:8])=[O:35])[CH2:21][CH2:20][CH2:19][CH2:18][CH2:17]1, predict the reactants needed to synthesize it. The reactants are: C([O:8][NH:9][C:10](=[O:35])[CH2:11][C@H:12]([C:22]1[O:23][C:24]([CH3:34])=[C:25]([C:27]([NH:29][CH2:30][C:31]([OH:33])=[O:32])=[O:28])[N:26]=1)[CH2:13][CH2:14][CH2:15][CH:16]1[CH2:21][CH2:20][CH2:19][CH2:18][CH2:17]1)C1C=CC=CC=1.C([O-])=O.[NH4+].